From a dataset of NCI-60 drug combinations with 297,098 pairs across 59 cell lines. Regression. Given two drug SMILES strings and cell line genomic features, predict the synergy score measuring deviation from expected non-interaction effect. (1) Drug 1: COC1=CC(=CC(=C1O)OC)C2C3C(COC3=O)C(C4=CC5=C(C=C24)OCO5)OC6C(C(C7C(O6)COC(O7)C8=CC=CS8)O)O. Drug 2: C(CN)CNCCSP(=O)(O)O. Cell line: NCI/ADR-RES. Synergy scores: CSS=-2.02, Synergy_ZIP=2.35, Synergy_Bliss=2.86, Synergy_Loewe=0.291, Synergy_HSA=-0.250. (2) Drug 1: CC1OCC2C(O1)C(C(C(O2)OC3C4COC(=O)C4C(C5=CC6=C(C=C35)OCO6)C7=CC(=C(C(=C7)OC)O)OC)O)O. Synergy scores: CSS=47.0, Synergy_ZIP=-3.04, Synergy_Bliss=-3.24, Synergy_Loewe=-18.8, Synergy_HSA=-2.06. Cell line: NCIH23. Drug 2: C1=NC2=C(N=C(N=C2N1C3C(C(C(O3)CO)O)O)F)N. (3) Drug 1: C1CCC(CC1)NC(=O)N(CCCl)N=O. Drug 2: C1=CC=C(C(=C1)C(C2=CC=C(C=C2)Cl)C(Cl)Cl)Cl. Cell line: SF-268. Synergy scores: CSS=23.5, Synergy_ZIP=3.46, Synergy_Bliss=5.03, Synergy_Loewe=-8.53, Synergy_HSA=4.38. (4) Drug 1: C1=CC=C(C(=C1)C(C2=CC=C(C=C2)Cl)C(Cl)Cl)Cl. Synergy scores: CSS=-0.553, Synergy_ZIP=-1.09, Synergy_Bliss=-2.62, Synergy_Loewe=-2.34, Synergy_HSA=-2.21. Drug 2: C1=CN(C=N1)CC(O)(P(=O)(O)O)P(=O)(O)O. Cell line: IGROV1. (5) Drug 2: C(CN)CNCCSP(=O)(O)O. Drug 1: CCC1=C2CN3C(=CC4=C(C3=O)COC(=O)C4(CC)O)C2=NC5=C1C=C(C=C5)O. Cell line: HCT116. Synergy scores: CSS=55.0, Synergy_ZIP=18.4, Synergy_Bliss=17.6, Synergy_Loewe=-30.2, Synergy_HSA=16.2. (6) Drug 1: CCC1=CC2CC(C3=C(CN(C2)C1)C4=CC=CC=C4N3)(C5=C(C=C6C(=C5)C78CCN9C7C(C=CC9)(C(C(C8N6C)(C(=O)OC)O)OC(=O)C)CC)OC)C(=O)OC.C(C(C(=O)O)O)(C(=O)O)O. Drug 2: CC(C)NC(=O)C1=CC=C(C=C1)CNNC.Cl. Cell line: NCI-H522. Synergy scores: CSS=57.9, Synergy_ZIP=0.783, Synergy_Bliss=1.29, Synergy_Loewe=-50.6, Synergy_HSA=0.400. (7) Drug 1: C1=NC2=C(N1)C(=S)N=C(N2)N. Drug 2: C1CN1P(=S)(N2CC2)N3CC3. Cell line: A498. Synergy scores: CSS=15.9, Synergy_ZIP=-2.95, Synergy_Bliss=-0.185, Synergy_Loewe=-1.62, Synergy_HSA=0.578.